This data is from NCI-60 drug combinations with 297,098 pairs across 59 cell lines. The task is: Regression. Given two drug SMILES strings and cell line genomic features, predict the synergy score measuring deviation from expected non-interaction effect. (1) Drug 1: COC1=NC(=NC2=C1N=CN2C3C(C(C(O3)CO)O)O)N. Drug 2: C1C(C(OC1N2C=NC(=NC2=O)N)CO)O. Cell line: SN12C. Synergy scores: CSS=-6.35, Synergy_ZIP=-0.817, Synergy_Bliss=-2.86, Synergy_Loewe=-13.2, Synergy_HSA=-11.1. (2) Drug 1: CNC(=O)C1=CC=CC=C1SC2=CC3=C(C=C2)C(=NN3)C=CC4=CC=CC=N4. Drug 2: COC1=NC(=NC2=C1N=CN2C3C(C(C(O3)CO)O)O)N. Cell line: IGROV1. Synergy scores: CSS=-3.36, Synergy_ZIP=1.06, Synergy_Bliss=-0.986, Synergy_Loewe=-4.28, Synergy_HSA=-3.34. (3) Drug 1: CC1C(C(CC(O1)OC2CC(CC3=C2C(=C4C(=C3O)C(=O)C5=C(C4=O)C(=CC=C5)OC)O)(C(=O)CO)O)N)O.Cl. Drug 2: C1CC(=O)NC(=O)C1N2CC3=C(C2=O)C=CC=C3N. Cell line: HL-60(TB). Synergy scores: CSS=8.12, Synergy_ZIP=2.87, Synergy_Bliss=7.08, Synergy_Loewe=-4.64, Synergy_HSA=0.415. (4) Drug 1: CC1=C2C(C(=O)C3(C(CC4C(C3C(C(C2(C)C)(CC1OC(=O)C(C(C5=CC=CC=C5)NC(=O)OC(C)(C)C)O)O)OC(=O)C6=CC=CC=C6)(CO4)OC(=O)C)OC)C)OC. Cell line: CCRF-CEM. Synergy scores: CSS=42.5, Synergy_ZIP=-2.11, Synergy_Bliss=-6.14, Synergy_Loewe=-50.4, Synergy_HSA=-6.22. Drug 2: C1=CC(=CC=C1C#N)C(C2=CC=C(C=C2)C#N)N3C=NC=N3.